Task: Predict which catalyst facilitates the given reaction.. Dataset: Catalyst prediction with 721,799 reactions and 888 catalyst types from USPTO (1) Reactant: [F:1][C:2]([F:25])([F:24])[C:3]1[CH:8]=[CH:7][C:6]([CH:9]2[CH2:14][NH:13][CH2:12][CH:11]([NH:15][C:16](=[O:23])[C:17]3[CH:22]=[CH:21][CH:20]=[CH:19][CH:18]=3)[CH2:10]2)=[CH:5][CH:4]=1.[N:26]1([C:32](Cl)=[O:33])[CH2:31][CH2:30][O:29][CH2:28][CH2:27]1.C(N(CC)CC)C.O. Product: [N:26]1([C:32]([N:13]2[CH2:14][CH:9]([C:6]3[CH:5]=[CH:4][C:3]([C:2]([F:24])([F:1])[F:25])=[CH:8][CH:7]=3)[CH2:10][CH:11]([NH:15][C:16]([C:17]3[CH:18]=[CH:19][CH:20]=[CH:21][CH:22]=3)=[O:23])[CH2:12]2)=[O:33])[CH2:31][CH2:30][O:29][CH2:28][CH2:27]1. The catalyst class is: 4. (2) Reactant: [CH3:1][O:2][C:3]1[CH:10]=[CH:9][C:6]([CH2:7][NH2:8])=[CH:5][CH:4]=1.[C:11]([N:14]1[C:23]2[C:18](=[CH:19][C:20]([NH:24][C:25]([CH2:27][C:28](O)=[O:29])=[O:26])=[CH:21][CH:22]=2)[C:17]([C:32]2[CH:37]=[CH:36][CH:35]=[CH:34][CH:33]=2)([CH3:31])[CH2:16][C:15]1([CH3:39])[CH3:38])(=[O:13])[CH3:12].CN(C(ON1N=NC2C=CC=NC1=2)=[N+](C)C)C.F[P-](F)(F)(F)(F)F.C(N(CC)C(C)C)(C)C. Product: [C:11]([N:14]1[C:23]2[C:18](=[CH:19][C:20]([NH:24][C:25]([CH2:27][C:28]([NH:8][CH2:7][C:6]3[CH:9]=[CH:10][C:3]([O:2][CH3:1])=[CH:4][CH:5]=3)=[O:29])=[O:26])=[CH:21][CH:22]=2)[C:17]([C:32]2[CH:33]=[CH:34][CH:35]=[CH:36][CH:37]=2)([CH3:31])[CH2:16][C:15]1([CH3:39])[CH3:38])(=[O:13])[CH3:12]. The catalyst class is: 7. (3) Reactant: Br[CH:2]([CH3:4])[CH3:3].Cl.[CH2:6]([O:13][C:14]1[CH:19]=[CH:18][N:17]([C:20]2[CH:28]=[C:27]3[C:23]([C:24]4[CH2:33][CH2:32][NH:31][CH2:30][C:25]=4[N:26]3[CH3:29])=[CH:22][CH:21]=2)[C:16](=[O:34])[CH:15]=1)[C:7]1[CH:12]=[CH:11][CH:10]=[CH:9][CH:8]=1.C([O-])([O-])=O.[Cs+].[Cs+]. Product: [CH2:6]([O:13][C:14]1[CH:19]=[CH:18][N:17]([C:20]2[CH:28]=[C:27]3[C:23]([C:24]4[CH2:33][CH2:32][N:31]([CH:2]([CH3:4])[CH3:3])[CH2:30][C:25]=4[N:26]3[CH3:29])=[CH:22][CH:21]=2)[C:16](=[O:34])[CH:15]=1)[C:7]1[CH:8]=[CH:9][CH:10]=[CH:11][CH:12]=1. The catalyst class is: 10. (4) Reactant: [Br:1][C:2]1[CH:3]=[C:4]([CH:7]=[C:8]([N+:10]([O-])=O)[CH:9]=1)[C:5]#[N:6].[Sn].Cl. Product: [NH2:10][C:8]1[CH:7]=[C:4]([CH:3]=[C:2]([Br:1])[CH:9]=1)[C:5]#[N:6]. The catalyst class is: 5. (5) Reactant: [CH:1]1[C:10]2[C:5](=[CH:6][CH:7]=[CH:8][CH:9]=2)[CH:4]=[CH:3][C:2]=1[S:11]([N:14]1[C@H:18]([C:19]([N:21]2[CH2:26][CH2:25][CH2:24][CH2:23][CH2:22]2)=[O:20])[CH2:17][C@H:16]([S:27]C(=O)C)[CH2:15]1)(=[O:13])=[O:12].[Li+].[OH-]. Product: [SH:27][C@@H:16]1[CH2:15][N:14]([S:11]([C:2]2[CH:3]=[CH:4][C:5]3[C:10](=[CH:9][CH:8]=[CH:7][CH:6]=3)[CH:1]=2)(=[O:12])=[O:13])[C@H:18]([C:19]([N:21]2[CH2:26][CH2:25][CH2:24][CH2:23][CH2:22]2)=[O:20])[CH2:17]1. The catalyst class is: 1. (6) Reactant: [C:1]([NH:5][S:6]([C:9]1[CH:14]=[CH:13][C:12]([C:15]2[N:19]([CH2:20][CH:21]3[CH2:26][CH2:25][CH2:24][CH2:23][CH2:22]3)[N:18]=[C:17]([C:27]([NH:29][C@H:30]3[CH2:33][C@H:32]([C:34]([O:36]C)=[O:35])[CH2:31]3)=[O:28])[C:16]=2[Cl:38])=[CH:11][C:10]=1[C:39]([F:42])([F:41])[F:40])(=[O:8])=[O:7])([CH3:4])([CH3:3])[CH3:2].CO.O[Li].O. Product: [C:1]([NH:5][S:6]([C:9]1[CH:14]=[CH:13][C:12]([C:15]2[N:19]([CH2:20][CH:21]3[CH2:26][CH2:25][CH2:24][CH2:23][CH2:22]3)[N:18]=[C:17]([C:27]([NH:29][C@H:30]3[CH2:33][C@H:32]([C:34]([OH:36])=[O:35])[CH2:31]3)=[O:28])[C:16]=2[Cl:38])=[CH:11][C:10]=1[C:39]([F:40])([F:41])[F:42])(=[O:7])=[O:8])([CH3:4])([CH3:2])[CH3:3]. The catalyst class is: 6. (7) Reactant: [Cl:1][C:2]1[CH:3]=[CH:4][C:5]2[N:6]=[CH:7][N:8]=[C:9](OC3CCOCC3)[C:10]=2[N:11]=1.[CH3:19][C:20]1[C:24]([NH2:25])=[C:23]([CH3:26])[O:22][N:21]=1.C([O-])(=O)C.[Na+]. Product: [Cl:1][C:2]1[CH:3]=[CH:4][C:5]2[N:6]=[CH:7][N:8]=[C:9]([NH:25][C:24]3[C:20]([CH3:19])=[N:21][O:22][C:23]=3[CH3:26])[C:10]=2[N:11]=1. The catalyst class is: 25.